This data is from Full USPTO retrosynthesis dataset with 1.9M reactions from patents (1976-2016). The task is: Predict the reactants needed to synthesize the given product. (1) Given the product [C:34]1([C:31]2[CH:30]=[CH:29][C:28]([C:6]3[N:10]4[CH:11]=[CH:12][C:13]([C:15]([F:16])([F:17])[F:18])=[N:14][C:9]4=[N:8][CH:7]=3)=[CH:33][N:32]=2)[CH:35]=[CH:36][CH:37]=[CH:38][CH:39]=1, predict the reactants needed to synthesize it. The reactants are: C([Sn](CCCC)(CCCC)[C:6]1[N:10]2[CH:11]=[CH:12][C:13]([C:15]([F:18])([F:17])[F:16])=[N:14][C:9]2=[N:8][CH:7]=1)CCC.Br[C:28]1[CH:29]=[CH:30][C:31]([C:34]2[CH:39]=[CH:38][CH:37]=[CH:36][CH:35]=2)=[N:32][CH:33]=1. (2) Given the product [Br:1][C:2]1[CH:3]=[N:4][C:5]2[N:6]([N:8]=[C:9]([C:11]([N:16]3[CH2:17][CH:18]=[C:19]([C:21]4[NH:25][N:24]=[N:23][N:22]=4)[CH2:20][CH:15]3[CH3:14])=[O:13])[CH:10]=2)[CH:7]=1, predict the reactants needed to synthesize it. The reactants are: [Br:1][C:2]1[CH:3]=[N:4][C:5]2[N:6]([N:8]=[C:9]([C:11]([OH:13])=O)[CH:10]=2)[CH:7]=1.[CH3:14][CH:15]1[CH2:20][C:19]([C:21]2[NH:25][N:24]=[N:23][N:22]=2)=[CH:18][CH2:17][NH:16]1.